This data is from Full USPTO retrosynthesis dataset with 1.9M reactions from patents (1976-2016). The task is: Predict the reactants needed to synthesize the given product. (1) Given the product [N:1]1[N:2]=[C:3]([C:10]2[CH:19]=[CH:18][C:17]3[C:12](=[C:13]([O:21][CH2:29][C:30]4([OH:28])[CH2:36][CH2:35][CH2:34][N:33]([C:37]([O:39][C:40]([CH3:43])([CH3:42])[CH3:41])=[O:38])[CH2:32][CH2:31]4)[CH:14]=[CH:15][CH:16]=3)[N:11]=2)[N:4]2[CH:9]=[CH:8][CH:7]=[CH:6][C:5]=12, predict the reactants needed to synthesize it. The reactants are: [N:1]1[N:2]=[C:3]([C:10]2[CH:19]=[CH:18][C:17]3[C:12](=[C:13]([OH:21])[CH:14]=[C:15](F)[CH:16]=3)[N:11]=2)[N:4]2[CH:9]=[CH:8][CH:7]=[CH:6][C:5]=12.C(=O)([O-])[O-].[Cs+].[Cs+].[O:28]1[C:30]2([CH2:36][CH2:35][CH2:34][N:33]([C:37]([O:39][C:40]([CH3:43])([CH3:42])[CH3:41])=[O:38])[CH2:32][CH2:31]2)[CH2:29]1. (2) Given the product [Cl:35][C:32]1[CH:31]=[CH:30][C:29]([C:26]2[S:27][CH:28]=[C:24]([CH2:23][S:22][C:4]3[C:5]([C:20]#[N:21])=[C:6]([C:10]4[CH:11]=[CH:12][C:13]([O:16][CH2:17][CH2:18][OH:19])=[CH:14][CH:15]=4)[C:7]([C:8]#[N:9])=[C:2]([NH:39][CH2:36][CH2:37][CH3:38])[N:3]=3)[N:25]=2)=[CH:34][CH:33]=1, predict the reactants needed to synthesize it. The reactants are: Cl[C:2]1[C:7]([C:8]#[N:9])=[C:6]([C:10]2[CH:15]=[CH:14][C:13]([O:16][CH2:17][CH2:18][OH:19])=[CH:12][CH:11]=2)[C:5]([C:20]#[N:21])=[C:4]([S:22][CH2:23][C:24]2[N:25]=[C:26]([C:29]3[CH:34]=[CH:33][C:32]([Cl:35])=[CH:31][CH:30]=3)[S:27][CH:28]=2)[N:3]=1.[CH2:36]([NH2:39])[CH2:37][CH3:38]. (3) The reactants are: [F:1][C@H:2]1[CH2:6][NH2+:5][C@@H:4]2[C@@H:7]([OH:10])[CH2:8][O:9][C@H:3]12.[Cl-].[Br:12][C:13]1[CH:14]=[C:15]([C@H:19]([NH:24][C@@H:25]([CH2:29][CH:30]([CH3:32])[CH3:31])[C:26](O)=[O:27])[C:20]([F:23])([F:22])[F:21])[CH:16]=[CH:17][CH:18]=1.CN(C(ON1N=NC2C=CC=NC1=2)=[N+](C)C)C.F[P-](F)(F)(F)(F)F.C(N(C(C)C)CC)(C)C. Given the product [Br:12][C:13]1[CH:14]=[C:15]([C@H:19]([NH:24][C@@H:25]([CH2:29][CH:30]([CH3:32])[CH3:31])[C:26]([N:5]2[CH2:6][C@H:2]([F:1])[C@H:3]3[O:9][CH2:8][C@H:7]([OH:10])[C@@H:4]23)=[O:27])[C:20]([F:23])([F:22])[F:21])[CH:16]=[CH:17][CH:18]=1, predict the reactants needed to synthesize it.